This data is from Kir2.1 potassium channel HTS with 301,493 compounds. The task is: Binary Classification. Given a drug SMILES string, predict its activity (active/inactive) in a high-throughput screening assay against a specified biological target. (1) The drug is Clc1c2c(sc1C(=O)N\N=C\c1cc(OC)c(OC(=O)c3ccc([N+]([O-])=O)cc3)cc1)cccc2. The result is 0 (inactive). (2) The molecule is S(=O)(=O)(N1CCCCC1)c1ccc(NC(=O)CN2CCCC2)cc1. The result is 0 (inactive). (3) The result is 0 (inactive). The molecule is s1\c(n(c2c1cccc2)CC)=C\C(=S)Nc1ccccc1. (4) The drug is S1c2c(N(c3c1cccc3)C)ccc(N)c2. The result is 0 (inactive). (5) The compound is O=C(NC1CCCC1)CCCCn1c(=O)n(c2c(c1=O)cccc2)CC(=O)NCCC=1CCCCC1. The result is 0 (inactive). (6) The molecule is O=C(Nc1ccc(cc1)C(OC)=O)CCCCCn1nnc2c(c1=O)cccc2. The result is 0 (inactive).